From a dataset of Reaction yield outcomes from USPTO patents with 853,638 reactions. Predict the reaction yield, written as a fraction of the theoretical maximum amount of product (1.0 means a 100% yield; for example, 0.34 means a 34% yield). (1) The reactants are Br[C:2]1[CH:3]=[CH:4][C:5](O)=[C:6]([C:8]2[CH:17]=[CH:16][C:15]3[C:10](=[CH:11][CH:12]=[C:13]([C:18]4[N:22]([CH:23]5[CH2:28][CH2:27][CH2:26][CH2:25][CH2:24]5)[C:21]5[CH:29]=[CH:30][C:31]([C:33]([OH:35])=[O:34])=[CH:32][C:20]=5[N:19]=4)[CH:14]=3)[N:9]=2)[CH:7]=1.[NH2:37]C1C=CC(C(=O)C)=CC=1.[OH-].[K+]. The catalyst is C(O)C. The product is [NH2:37][C:3]1[CH:2]=[CH:7][C:6]([C:8]2[CH:17]=[CH:16][C:15]3[C:10](=[CH:11][CH:12]=[C:13]([C:18]4[N:22]([CH:23]5[CH2:28][CH2:27][CH2:26][CH2:25][CH2:24]5)[C:21]5[CH:29]=[CH:30][C:31]([C:33]([OH:35])=[O:34])=[CH:32][C:20]=5[N:19]=4)[CH:14]=3)[N:9]=2)=[CH:5][CH:4]=1. The yield is 0.100. (2) The reactants are Cl[C:2]([O:4][CH2:5][CH3:6])=[O:3].[CH3:7][N:8]([CH3:21])[C:9]1[CH:10]=[C:11]2[C:16](=[CH:17][CH:18]=1)[N:15]=[C:14]([CH2:19][OH:20])[CH:13]=[CH:12]2.[O-]S([O-])(=O)=O.[Na+].[Na+]. The catalyst is CN(C1C=CN=CC=1)C.ClCCl.C(OCC)(=O)C.O. The product is [C:2](=[O:3])([O:4][CH2:5][CH3:6])[O:20][CH2:19][C:14]1[CH:13]=[CH:12][C:11]2[C:16](=[CH:17][CH:18]=[C:9]([N:8]([CH3:21])[CH3:7])[CH:10]=2)[N:15]=1. The yield is 0.400. (3) The reactants are Cl[CH2:2][CH2:3][CH2:4][N:5]1[CH2:10][C:9](=[N:11][OH:12])[C:8]2[N:13]([CH3:16])[CH:14]=[CH:15][C:7]=2[S:6]1(=[O:18])=[O:17].Cl.[F:20][C:21]1[CH:34]=[CH:33][C:24]([C:25]([CH:27]2[CH2:32][CH2:31][NH:30][CH2:29][CH2:28]2)=[O:26])=[CH:23][CH:22]=1.C(=O)([O-])O.[Na+].[I-].[Na+]. The catalyst is C(#N)C. The product is [F:20][C:21]1[CH:22]=[CH:23][C:24]([C:25]([CH:27]2[CH2:32][CH2:31][N:30]([CH2:2][CH2:3][CH2:4][N:5]3[CH2:10][C:9](=[N:11][OH:12])[C:8]4[N:13]([CH3:16])[CH:14]=[CH:15][C:7]=4[S:6]3(=[O:18])=[O:17])[CH2:29][CH2:28]2)=[O:26])=[CH:33][CH:34]=1. The yield is 0.490. (4) The reactants are [Cl:1][C:2]1[CH:3]=[C:4]([C@H:9]([NH:14][C:15](=[O:21])[O:16][C:17]([CH3:20])([CH3:19])[CH3:18])[CH2:10][CH2:11][S:12][CH3:13])[CH:5]=[CH:6][C:7]=1[Cl:8].C1C=C(Cl)C=C(C(OO)=[O:30])C=1.[OH-:33].[Na+]. The catalyst is C(Cl)Cl. The product is [Cl:1][C:2]1[CH:3]=[C:4]([C@H:9]([NH:14][C:15](=[O:21])[O:16][C:17]([CH3:18])([CH3:20])[CH3:19])[CH2:10][CH2:11][S:12]([CH3:13])(=[O:30])=[O:33])[CH:5]=[CH:6][C:7]=1[Cl:8]. The yield is 0.840. (5) The reactants are [CH2:1]([O:8][C:9](=[O:26])[NH:10][C:11]1[CH:16]=[CH:15][C:14]([O:17][C:18]2[CH:23]=[CH:22][N:21]=[C:20]([NH2:24])[CH:19]=2)=[CH:13][C:12]=1[F:25])[C:2]1[CH:7]=[CH:6][CH:5]=[CH:4][CH:3]=1.ClC([O:30][C:31]1C=CC=CC=1)=O.Cl.[CH3:38][NH:39][CH3:40]. The catalyst is O1CCCC1.C(N(CC)CC)C.CN(C)C=O. The product is [CH2:1]([O:8][C:9](=[O:26])[NH:10][C:11]1[CH:16]=[CH:15][C:14]([O:17][C:18]2[CH:23]=[CH:22][N:21]=[C:20]([NH:24][C:31]([N:39]([CH3:40])[CH3:38])=[O:30])[CH:19]=2)=[CH:13][C:12]=1[F:25])[C:2]1[CH:3]=[CH:4][CH:5]=[CH:6][CH:7]=1. The yield is 0.475.